From a dataset of Forward reaction prediction with 1.9M reactions from USPTO patents (1976-2016). Predict the product of the given reaction. (1) Given the reactants [CH:1]1([N:4]2[CH2:9][CH2:8][CH:7]([N:10]3[CH2:14][CH2:13][C@H:12]([NH:15]C(=O)OC(C)(C)C)[CH2:11]3)[CH2:6][CH2:5]2)[CH2:3][CH2:2]1.[ClH:23], predict the reaction product. The product is: [ClH:23].[ClH:23].[ClH:23].[CH:1]1([N:4]2[CH2:5][CH2:6][CH:7]([N:10]3[CH2:14][CH2:13][C@H:12]([NH2:15])[CH2:11]3)[CH2:8][CH2:9]2)[CH2:3][CH2:2]1. (2) Given the reactants Br[C:2]1[N:7]=[C:6]2[N:8]([CH2:13][C@H:14]3[CH2:19][CH2:18][C@H:17]([O:20][CH3:21])[CH2:16][CH2:15]3)[C:9](=[O:12])[CH2:10][NH:11][C:5]2=[N:4][CH:3]=1.[CH3:22][Sn:23]([CH3:29])([CH3:28])[Sn:23]([CH3:29])([CH3:28])[CH3:22], predict the reaction product. The product is: [CH3:21][O:20][C@H:17]1[CH2:18][CH2:19][C@H:14]([CH2:13][N:8]2[C:6]3=[N:7][C:2]([Sn:23]([CH3:29])([CH3:28])[CH3:22])=[CH:3][N:4]=[C:5]3[NH:11][CH2:10][C:9]2=[O:12])[CH2:15][CH2:16]1. (3) Given the reactants [CH3:1][C:2]1[C:3]([CH2:9][N:10]([CH:16]2[C:25]3[N:24]=[CH:23][CH:22]=[CH:21][C:20]=3[CH2:19][CH2:18][CH2:17]2)[CH2:11][CH2:12][CH2:13][CH2:14][NH2:15])=[N:4][CH:5]=[C:6]([CH3:8])[CH:7]=1.[OH:26][C:27]1[CH:35]=[CH:34][C:30]([C:31](O)=[O:32])=[CH:29][N:28]=1.CCN=C=NCCCN(C)C.C1C=CC2N(O)N=NC=2C=1.CCN(C(C)C)C(C)C, predict the reaction product. The product is: [CH3:1][C:2]1[C:3]([CH2:9][N:10]([CH:16]2[C:25]3[N:24]=[CH:23][CH:22]=[CH:21][C:20]=3[CH2:19][CH2:18][CH2:17]2)[CH2:11][CH2:12][CH2:13][CH2:14][NH:15][C:31](=[O:32])[C:30]2[CH:34]=[CH:35][C:27]([OH:26])=[N:28][CH:29]=2)=[N:4][CH:5]=[C:6]([CH3:8])[CH:7]=1. (4) The product is: [CH3:17][C:18]([S@:21]([NH:23][CH:14]([C:4]1[CH:5]=[N:6][C:7]([O:8][CH2:9][C:10]([F:13])([F:12])[F:11])=[C:2]([CH3:1])[CH:3]=1)[CH3:15])=[O:22])([CH3:20])[CH3:19]. Given the reactants [CH3:1][C:2]1[CH:3]=[C:4]([C:14](=O)[CH3:15])[CH:5]=[N:6][C:7]=1[O:8][CH2:9][C:10]([F:13])([F:12])[F:11].[CH3:17][C:18]([S@:21]([NH2:23])=[O:22])([CH3:20])[CH3:19].[BH4-].[Na+], predict the reaction product. (5) Given the reactants [Br:1][C:2]1[C:3]([OH:13])=[C:4]([C:10](=[O:12])[CH3:11])[CH:5]=[C:6]([Cl:9])[C:7]=1[CH3:8].C(N(CC)CC)C.[F:21][C:22]([F:35])([F:34])[S:23](O[S:23]([C:22]([F:35])([F:34])[F:21])(=[O:25])=[O:24])(=[O:25])=[O:24], predict the reaction product. The product is: [F:21][C:22]([F:35])([F:34])[S:23]([O:13][C:3]1[C:4]([C:10](=[O:12])[CH3:11])=[CH:5][C:6]([Cl:9])=[C:7]([CH3:8])[C:2]=1[Br:1])(=[O:25])=[O:24]. (6) Given the reactants C1(O[C:8](=[O:26])[NH:9][C:10]2[CH:15]=[C:14]([C:16]([CH3:19])([CH3:18])[CH3:17])[CH:13]=[C:12]([C:20](=[O:23])[NH:21][CH3:22])[C:11]=2[O:24][CH3:25])C=CC=CC=1.[NH2:27][C:28]1[C:37]2[C:32](=[CH:33][CH:34]=[CH:35][CH:36]=2)[C:31]([O:38][C:39]2[CH:44]=[CH:43][N:42]=[C:41]([NH:45][C:46]3[CH:47]=[C:48]([CH:61]=[C:62]([C:64]#[CH:65])[CH:63]=3)[C:49]([NH:51][C@@H:52]([CH3:60])[CH2:53][N:54]3[CH2:59][CH2:58][O:57][CH2:56][CH2:55]3)=[O:50])[N:40]=2)=[CH:30][CH:29]=1.C(N(CC)CC)C, predict the reaction product. The product is: [C:16]([C:14]1[CH:15]=[C:10]([NH:9][C:8]([NH:27][C:28]2[C:37]3[C:32](=[CH:33][CH:34]=[CH:35][CH:36]=3)[C:31]([O:38][C:39]3[CH:44]=[CH:43][N:42]=[C:41]([NH:45][C:46]4[CH:47]=[C:48]([C:49](=[O:50])[NH:51][C@@H:52]([CH3:60])[CH2:53][N:54]5[CH2:59][CH2:58][O:57][CH2:56][CH2:55]5)[CH:61]=[C:62]([C:64]#[CH:65])[CH:63]=4)[N:40]=3)=[CH:30][CH:29]=2)=[O:26])[C:11]([O:24][CH3:25])=[C:12]([CH:13]=1)[C:20]([NH:21][CH3:22])=[O:23])([CH3:17])([CH3:18])[CH3:19]. (7) Given the reactants [C:1]1([CH2:7][CH2:8][CH2:9][CH:10]([NH:20][C:21]([CH:23]2[CH2:28][CH2:27][CH2:26][NH:25][CH2:24]2)=[O:22])[CH2:11][CH2:12][CH2:13][C:14]2[CH:19]=[CH:18][CH:17]=[CH:16][CH:15]=2)[CH:6]=[CH:5][CH:4]=[CH:3][CH:2]=1.[N:29]1[CH:34]=[CH:33][CH:32]=[C:31]([CH2:35][CH2:36][C:37](O)=[O:38])[CH:30]=1.C(N(CC)CC)C.Cl.CN(C)CCCN=C=NCC, predict the reaction product. The product is: [C:1]1([CH2:7][CH2:8][CH2:9][CH:10]([NH:20][C:21]([CH:23]2[CH2:28][CH2:27][CH2:26][N:25]([C:37](=[O:38])[CH2:36][CH2:35][C:31]3[CH:30]=[N:29][CH:34]=[CH:33][CH:32]=3)[CH2:24]2)=[O:22])[CH2:11][CH2:12][CH2:13][C:14]2[CH:19]=[CH:18][CH:17]=[CH:16][CH:15]=2)[CH:2]=[CH:3][CH:4]=[CH:5][CH:6]=1. (8) Given the reactants Cl.[NH2:2][C@H:3]([C:10]1[CH:15]=[CH:14][CH:13]=[CH:12][C:11]=1[CH3:16])[CH2:4][C:5]([O:7][CH2:8][CH3:9])=[O:6].C(N(CC)CC)C.O.[F:25][C:26]1[CH:31]=[CH:30][CH:29]=[CH:28][C:27]=1[N:32]1[C:36]([O:37][CH3:38])=[CH:35][C:34]([C:39](Cl)=[O:40])=[N:33]1, predict the reaction product. The product is: [F:25][C:26]1[CH:31]=[CH:30][CH:29]=[CH:28][C:27]=1[N:32]1[C:36]([O:37][CH3:38])=[CH:35][C:34]([C:39]([NH:2][C@H:3]([C:10]2[CH:15]=[CH:14][CH:13]=[CH:12][C:11]=2[CH3:16])[CH2:4][C:5]([O:7][CH2:8][CH3:9])=[O:6])=[O:40])=[N:33]1.